From a dataset of HIV replication inhibition screening data with 41,000+ compounds from the AIDS Antiviral Screen. Binary Classification. Given a drug SMILES string, predict its activity (active/inactive) in a high-throughput screening assay against a specified biological target. (1) The drug is O=P(c1ccccc1)(c1ccccc1)C1CC=C2CCCCCC2C1. The result is 0 (inactive). (2) The drug is N#CC(=Cc1cccc(C#N)c1)C(=O)O. The result is 0 (inactive).